From a dataset of Forward reaction prediction with 1.9M reactions from USPTO patents (1976-2016). Predict the product of the given reaction. (1) Given the reactants [CH2:1]([C:5]1[C:6]([C:18]2[CH:23]=[CH:22][CH:21]=[CH:20][CH:19]=2)=[C:7]([OH:17])[C:8]2[C:13]([CH:14]=1)=[CH:12][C:11]([O:15][CH3:16])=[CH:10][CH:9]=2)[CH2:2][CH2:3][CH3:4].[H-].[Na+].F[C:27]1[CH:34]=[CH:33][C:30]([CH:31]=[O:32])=[CH:29][CH:28]=1, predict the reaction product. The product is: [CH2:1]([C:5]1[C:6]([C:18]2[CH:23]=[CH:22][CH:21]=[CH:20][CH:19]=2)=[C:7]([O:17][C:27]2[CH:34]=[CH:33][C:30]([CH:31]=[O:32])=[CH:29][CH:28]=2)[C:8]2[C:13]([CH:14]=1)=[CH:12][C:11]([O:15][CH3:16])=[CH:10][CH:9]=2)[CH2:2][CH2:3][CH3:4]. (2) Given the reactants [C:1]1([C:20]2[CH:25]=[CH:24][CH:23]=[CH:22][CH:21]=2)[CH:6]=[CH:5][C:4]([O:7][CH2:8][CH2:9][CH2:10][CH2:11]/[CH:12]=[CH:13]/[CH:14]([OH:19])[C:15]([F:18])([F:17])[F:16])=[CH:3][CH:2]=1.CC(OI1(OC(C)=O)(OC(C)=O)OC(=O)C2C=CC=CC1=2)=O, predict the reaction product. The product is: [C:1]1([C:20]2[CH:21]=[CH:22][CH:23]=[CH:24][CH:25]=2)[CH:6]=[CH:5][C:4]([O:7][CH2:8][CH2:9][CH2:10][CH2:11]/[CH:12]=[CH:13]/[C:14](=[O:19])[C:15]([F:17])([F:18])[F:16])=[CH:3][CH:2]=1. (3) Given the reactants [I:1][C:2]1[CH:10]=[C:9]2[C:5]([CH:6]=[C:7]([C:11]([O:13][CH2:14][CH3:15])=[O:12])[NH:8]2)=[CH:4][CH:3]=1.[H-].[Na+].Cl[CH2:19][C:20]#[N:21].O, predict the reaction product. The product is: [C:20]([CH2:19][N:8]1[C:9]2[C:5](=[CH:4][CH:3]=[C:2]([I:1])[CH:10]=2)[CH:6]=[C:7]1[C:11]([O:13][CH2:14][CH3:15])=[O:12])#[N:21]. (4) Given the reactants F[C:2]1[CH:7]=[CH:6][CH:5]=[C:4]([N+:8]([O-:10])=[O:9])[CH:3]=1.[C:11]1([O:18][CH3:19])[C:12](=[CH:14][CH:15]=[CH:16][CH:17]=1)[OH:13].C([O-])([O-])=O.[K+].[K+], predict the reaction product. The product is: [CH3:19][O:18][C:11]1[CH:17]=[CH:16][CH:15]=[CH:14][C:12]=1[O:13][C:2]1[CH:7]=[CH:6][CH:5]=[C:4]([N+:8]([O-:10])=[O:9])[CH:3]=1. (5) Given the reactants [N-]=C=O.CCCC[N+](CCCC)(CCCC)CCCC.[F-].[CH2:22]([O:29][C:30]1[CH:35]=[C:34]([CH2:36][C@@H:37]2[CH2:41][CH2:40][C:39](=[O:42])[NH:38]2)[CH:33]=[CH:32][C:31]=1[N:43]1[S:47](=[O:49])(=[O:48])[N:46](CC[Si](C)(C)C)[C:45](=[O:56])[CH2:44]1)[C:23]1[CH:28]=[CH:27][CH:26]=[CH:25][CH:24]=1, predict the reaction product. The product is: [CH2:22]([O:29][C:30]1[CH:35]=[C:34]([CH2:36][C@@H:37]2[CH2:41][CH2:40][C:39](=[O:42])[NH:38]2)[CH:33]=[CH:32][C:31]=1[N:43]1[S:47](=[O:49])(=[O:48])[NH:46][C:45](=[O:56])[CH2:44]1)[C:23]1[CH:24]=[CH:25][CH:26]=[CH:27][CH:28]=1.